This data is from Reaction yield outcomes from USPTO patents with 853,638 reactions. The task is: Predict the reaction yield, written as a fraction of the theoretical maximum amount of product (1.0 means a 100% yield; for example, 0.34 means a 34% yield). The reactants are [Cl:1][C:2]1[CH:3]=[C:4]2[C:9](=[CH:10][CH:11]=1)[NH:8][CH:7]([C:12]1[CH:13]=[C:14]([CH:25]=[CH:26][CH:27]=1)[C:15]([O:17][CH2:18][C:19]1[CH:24]=[CH:23][CH:22]=[CH:21][CH:20]=1)=[O:16])[C:6]([CH3:29])([CH3:28])[CH:5]2O.C([SiH](CC)CC)C.FC(F)(F)C(O)=O. The catalyst is ClCCl. The product is [Cl:1][C:2]1[CH:3]=[C:4]2[C:9](=[CH:10][CH:11]=1)[NH:8][CH:7]([C:12]1[CH:13]=[C:14]([CH:25]=[CH:26][CH:27]=1)[C:15]([O:17][CH2:18][C:19]1[CH:20]=[CH:21][CH:22]=[CH:23][CH:24]=1)=[O:16])[C:6]([CH3:29])([CH3:28])[CH2:5]2. The yield is 0.479.